This data is from Forward reaction prediction with 1.9M reactions from USPTO patents (1976-2016). The task is: Predict the product of the given reaction. (1) Given the reactants Cl[C:2]1[C:7]([CH2:8][CH:9]=O)=[C:6]([Cl:11])[N:5]=[CH:4][N:3]=1.[CH3:12][C:13]([CH3:32])([Si:15]([CH3:31])([CH3:30])[O:16][CH2:17][C:18]([CH3:29])([NH2:28])[CH2:19][O:20][Si:21](C)(C)[C:22]([CH3:25])([CH3:24])[CH3:23])[CH3:14], predict the reaction product. The product is: [Si:15]([O:16][CH2:17][C:18]([N:28]1[C:2]2[N:3]=[CH:4][N:5]=[C:6]([Cl:11])[C:7]=2[CH:8]=[CH:9]1)([CH2:19][O:20][SiH2:21][C:22]([CH3:25])([CH3:24])[CH3:23])[CH3:29])([C:13]([CH3:32])([CH3:12])[CH3:14])([CH3:31])[CH3:30]. (2) Given the reactants [C:1]([C:3]1[C:11]2[CH:10]=[C:9]([C:12]([O:14]C)=[O:13])[S:8][C:7]=2[CH:6]=[CH:5][CH:4]=1)#N.[OH-:16].[Na+].Cl.[OH2:19], predict the reaction product. The product is: [S:8]1[C:9]([C:12]([OH:14])=[O:13])=[CH:10][C:11]2[C:3]([C:1]([OH:19])=[O:16])=[CH:4][CH:5]=[CH:6][C:7]1=2. (3) Given the reactants [Si:1]([O:8][CH2:9][C:10]1[N:15]=[CH:14][C:13]2[N:16]=[CH:17][N:18]([C:19]3[S:23][C:22]([C:24]([O:26][CH3:27])=[O:25])=[C:21]([OH:28])[CH:20]=3)[C:12]=2[CH:11]=1)([C:4]([CH3:7])([CH3:6])[CH3:5])([CH3:3])[CH3:2].[Cl:29][C:30]1[CH:35]=[CH:34][CH:33]=[CH:32][C:31]=1[CH:36](O)[CH2:37][CH3:38].C1(P(C2C=CC=CC=2)C2C=CC=CC=2)C=CC=CC=1.N(C(OC(C)(C)C)=O)=NC(OC(C)(C)C)=O, predict the reaction product. The product is: [Si:1]([O:8][CH2:9][C:10]1[N:15]=[CH:14][C:13]2[N:16]=[CH:17][N:18]([C:19]3[S:23][C:22]([C:24]([O:26][CH3:27])=[O:25])=[C:21]([O:28][CH:36]([C:31]4[CH:32]=[CH:33][CH:34]=[CH:35][C:30]=4[Cl:29])[CH2:37][CH3:38])[CH:20]=3)[C:12]=2[CH:11]=1)([C:4]([CH3:5])([CH3:6])[CH3:7])([CH3:2])[CH3:3]. (4) Given the reactants [NH2:1][C:2]1[S:3][CH:4]=[CH:5][N:6]=1.[Cl:7][CH2:8][C:9](=O)[CH2:10][C:11](OCC)=[O:12].[OH-].[Na+], predict the reaction product. The product is: [Cl:7][CH2:8][C:9]1[N:1]=[C:2]2[S:3][CH:4]=[CH:5][N:6]2[C:11](=[O:12])[CH:10]=1. (5) Given the reactants [CH2:1]([O:3][C:4]([C:7]1[CH:11]=[C:10]([NH:12][C:13](=[O:21])OC2C=CC=CC=2)[N:9]([C:22]2[CH:27]=[CH:26][CH:25]=[CH:24][CH:23]=2)[N:8]=1)([CH3:6])[CH3:5])[CH3:2].[CH3:28][O:29][C:30]1[CH:31]=[C:32]2[C:37](=[CH:38][C:39]=1[O:40][CH2:41][CH2:42][O:43][CH3:44])[N:36]=[CH:35][N:34]=[C:33]2[O:45][C:46]1[CH:47]=[C:48]([CH:50]=[CH:51][CH:52]=1)[NH2:49].C(N(CC)C(C)C)(C)C, predict the reaction product. The product is: [CH2:1]([O:3][C:4]([C:7]1[CH:11]=[C:10]([NH:12][C:13]([NH:49][C:48]2[CH:50]=[CH:51][CH:52]=[C:46]([O:45][C:33]3[C:32]4[C:37](=[CH:38][C:39]([O:40][CH2:41][CH2:42][O:43][CH3:44])=[C:30]([O:29][CH3:28])[CH:31]=4)[N:36]=[CH:35][N:34]=3)[CH:47]=2)=[O:21])[N:9]([C:22]2[CH:23]=[CH:24][CH:25]=[CH:26][CH:27]=2)[N:8]=1)([CH3:5])[CH3:6])[CH3:2]. (6) Given the reactants [F:1][C:2]1[C:7]([C:8]2[N:13]=[C:12]([CH3:14])[N:11]=[C:10](SC)[N:9]=2)=[CH:6][C:5]([CH2:17][N:18]2[CH2:23][CH2:22][N:21]([S:24]([CH3:27])(=[O:26])=[O:25])[CH2:20][CH2:19]2)=[CH:4][N:3]=1.CCO, predict the reaction product. The product is: [F:1][C:2]1[C:7]([C:8]2[N:13]=[C:12]([CH3:14])[N:11]=[CH:10][N:9]=2)=[CH:6][C:5]([CH2:17][N:18]2[CH2:19][CH2:20][N:21]([S:24]([CH3:27])(=[O:26])=[O:25])[CH2:22][CH2:23]2)=[CH:4][N:3]=1. (7) The product is: [CH3:11][O:12][C:13](=[O:21])[C:14]1[CH:19]=[CH:18][C:17]([O:20][C:2]2[C:3]([CH3:10])=[CH:4][C:5]([CH:8]=[O:9])=[CH:6][N:7]=2)=[CH:16][CH:15]=1. Given the reactants Br[C:2]1[N:7]=[CH:6][C:5]([CH:8]=[O:9])=[CH:4][C:3]=1[CH3:10].[CH3:11][O:12][C:13](=[O:21])[C:14]1[CH:19]=[CH:18][C:17]([OH:20])=[CH:16][CH:15]=1.C([O-])([O-])=O.[K+].[K+], predict the reaction product. (8) Given the reactants [OH-].[Na+].[N+:3]([CH3:6])([O-:5])=[O:4].[CH2:7]([O:9][C:10]1[C:11]([B:19]2[O:23][C:22](C)(C)C(C)(C)[O:20]2)=[C:12]([CH:15]=[CH:16][C:17]=1[F:18])C=O)[CH3:8].Cl, predict the reaction product. The product is: [CH2:7]([O:9][C:10]1[C:11]2[B:19]([OH:20])[O:23][CH:22]([CH2:6][N+:3]([O-:5])=[O:4])[C:12]=2[CH:15]=[CH:16][C:17]=1[F:18])[CH3:8]. (9) Given the reactants S(=O)(=O)(O)O.[CH2:6]([OH:12])[CH2:7][CH2:8][CH2:9][CH2:10][CH3:11].[N:13]1[CH:18]=[CH:17][CH:16]=[CH:15][C:14]=1[S:19]([NH:22][CH2:23][C:24]1[N:29]=[C:28]([NH:30][CH2:31][C:32](OC(OC(C)(C)C)=O)=[O:33])[CH:27]=[CH:26][CH:25]=1)(=[O:21])=[O:20].C(=O)(O)[O-].[Na+], predict the reaction product. The product is: [N:13]1[CH:18]=[CH:17][CH:16]=[CH:15][C:14]=1[S:19]([NH:22][CH2:23][C:24]1[N:29]=[C:28]([NH:30][CH2:31][C:32]([O:12][CH2:6][CH2:7][CH2:8][CH2:9][CH2:10][CH3:11])=[O:33])[CH:27]=[CH:26][CH:25]=1)(=[O:21])=[O:20].